From a dataset of Retrosynthesis with 50K atom-mapped reactions and 10 reaction types from USPTO. Predict the reactants needed to synthesize the given product. Given the product COC(=O)c1cnc(NCCSC(c2ccccc2)(c2ccccc2)c2ccccc2)s1, predict the reactants needed to synthesize it. The reactants are: COC(=O)c1cnc(Br)s1.NCCSC(c1ccccc1)(c1ccccc1)c1ccccc1.